Dataset: Experimentally validated miRNA-target interactions with 360,000+ pairs, plus equal number of negative samples. Task: Binary Classification. Given a miRNA mature sequence and a target amino acid sequence, predict their likelihood of interaction. (1) The miRNA is hsa-miR-93-3p with sequence ACUGCUGAGCUAGCACUUCCCG. The protein sequence of the target gene is MRRSKADVERYVASVLGLTPSPRQKSMKGFYFAKLYYEAKEYDLAKKYICTYINVQERDPKAHRFLGLLYELEENTEKAVECYRRSVELNPTQKDLVLKIAELLCKNDVTDGRAKYWVERAAKLFPGSPAIYKLKEQLLDCEGEDGWNKLFDLIQSELYVRPDDVHVNIRLVELYRSTKRLKDAVAHCHEAERNIALRSSLEWNSCVVQTLKEYLESLQCLESDKSDWQATNTDLLLAYANLMLLTLSTRDVQENRELLESFDSALQSAKSSLGGNDELSATFLEMKGHFYMYAGSLLLK.... Result: 1 (interaction). (2) The miRNA is hsa-miR-3135b with sequence GGCUGGAGCGAGUGCAGUGGUG. The protein sequence of the target gene is MRGVWPPPVSALLSALGMSTYKRATLDEEDLVDSLSEGDAYPNGLQVNFHSPRSGQRCWAARTQVEKRLVVLVVLLAAGLVACLAALGIQYQTRSPSVCLSEACVSVTSSILSSMDPTVDPCHDFFSYACGGWIKANPVPDGHSRWGTFSNLWEHNQAIIKHLLENSTASVSEAERKAQVYYRACMNETRIEELRAKPLMELIERLGGWNITGPWAKDNFQDTLQVVTAHYRTSPFFSVYVSADSKNSNSNVIQVDQSGLGLPSRDYYLNKTENEKVLTGYLNYMVQLGKLLGGGDEEAI.... Result: 1 (interaction). (3) The miRNA is hsa-miR-23c with sequence AUCACAUUGCCAGUGAUUACCC. The protein sequence of the target gene is MVPGEENQLVPKEDVFWRCRQNIFDEMKKKFLQIENAAEEPRVLCIIQDTTNSKTVSERITLNLPASTPVRKLFEDVANKVGYINGTFDLTRENGVTTADMAPLDHTSDKSLLDANFEPGKKNFLHLTDKDGEPPQMLLEDSNNVDDSVHDRFIGPLPREGSVASTNDYVSQNYSYSSILNKSETGYVGLVNQAMTCYLNSLLQTLFMTPEFRNALYKWEFEDSEEDPVTSIPYQLQRLFVLLQTSKKRAIETTDVTRSFGWDSSEAWQQHDVQELCRVMFDALEQKWKQTEQADLINEL.... Result: 0 (no interaction). (4) The miRNA is hsa-miR-7159-3p with sequence UUUCUAUGUUAGUUGGAAG. The protein sequence of the target gene is MATCLFLLGLFLLLPRPVPAPCYTATRSECKQKHKFVPGVWMAGEGMDVTTLRRSGSFPVNTQRFLRPDRTCTLCKNSLMRDATQRLPVAITHWRPHSSHCQRNVAAAKVHSTEGVAREAAANINNDWRVGLDVNPRPEANMRASVAGSHSKVANFAAEKTYQDQYNFNSDTVECRMYSFRLVQKPPLHLDFKKALRALPRNFNSSTEHAYHRLISSYGTHFITAVDLGGRISVLTALRTCQLTLNGLTADEVGDCLNVEAQVSIGAQASVSSEYKACEEKKKQHKMATSFHQTYRERHV.... Result: 0 (no interaction). (5) The protein sequence of the target gene is MAERRAFAQKISRTVAAEVRKQISGQYSGSPQLLKNLNIVGNISHHTTVPLTEAVDPVDLEDYLITHPLAVDSGPLRDLIEFPPDDIEVVYSPRDCRTLVSAVPEESEMDPHVRDCIRSYTEDWAIVIRKYHKLGTGFNPNTLDKQKERQKGLPKQVFESDEAPDGNSYQDDQDDLKRRSMSIDDTPRGSWACSIFDLKNSLPDALLPNLLDRTPNEEIDRQNDDQRKSNRHKELFALHPSPDEEEPIERLSVPDIPKEHFGQRLLVKCLSLKFEIEIEPIFASLALYDVKEKKKISENF.... Result: 1 (interaction). The miRNA is hsa-miR-4797-5p with sequence GACAGAGUGCCACUUACUGAA. (6) The miRNA is hsa-miR-1268a with sequence CGGGCGUGGUGGUGGGGG. The protein sequence of the target gene is MADIIARLREDGIQKRVIQEGRGELPDFQDGTKATFHYRTLHSDDEGTVLDDSRARGKPMELIIGKKFKLPVWETIVCTMREGEIAQFLCDIKHVVLYPLVAKSLRNIAVGKDPLEGQRHCCGVAQMREHSSLGHADLDALQQNPQPLIFHMEMLKVESPGTYQQDPWAMTDEEKAKAVPLIHQEGNRLYREGHVKEAAAKYYDAIACLKNLQMKEQPGSPEWIQLDQQITPLLLNYCQCKLVVEEYYEVLDHCSSILNKYDDNVKAYFKRGKAHAAVWNAQEAQADFAKVLELDPALAP.... Result: 1 (interaction). (7) The miRNA is hsa-miR-3678-5p with sequence UCCGUACAAACUCUGCUGUG. The protein sequence of the target gene is MAEAATPGTTATTSGAGAAAATAAAASPTPIPTVTAPSLGAGGGGGGSDGSGGGWTKQVTCRYFMHGVCKEGDNCRYSHDLSDSPYSVVCKYFQRGYCIYGDRCRYEHSKPLKQEEATATELTTKSSLAASSSLSSIVGPLVEMNTGEAESRNSNFATVGAGSEDWVNAIEFVPGQPYCGRTAPSCTEAPLQGSVTKEESEKEQTAVETKKQLCPYAAVGECRYGENCVYLHGDSCDMCGLQVLHPMDAAQRSQHIKSCIEAHEKDMELSFAVQRSKDMVCGICMEVVYEKANPSERRFG.... Result: 0 (no interaction). (8) The miRNA is hsa-miR-3187-3p with sequence UUGGCCAUGGGGCUGCGCGG. The protein sequence of the target gene is MKKLKLKELESRLQEVDGFEKPKLLLEQYPTRPHIAACMLYTIHNTYDDIENKAVADLGCGCGVLSIGAAMLGAGLCVGFDIDEDALEIFNKNVEEFELTNVDMIQCDVYSLSNRMSKLFDTVIMNPPFGTKNNKGTDMAFLKTALGMARTAVYSLHKSSTREHIQKKAAEWKVKIEIIAELRYDLPALYNFHKKKSVDIEVDLIRFSF. Result: 0 (no interaction). (9) The protein sequence of the target gene is MGWLRPGPRPLCPPARASWAFSHRFPSPLAPRRSPTPFFMASLLCCGPKLAACGIVLSAWGVIMLIMLGIFFNVHSAVLIEDVPFTEKDFENGPQNIYNLYEQVSYNCFIAAGLYLLLGGFSFCQVRLNKRKEYMVR. The miRNA is hsa-miR-4436b-5p with sequence GUCCACUUCUGCCUGCCCUGCC. Result: 0 (no interaction).